From a dataset of Reaction yield outcomes from USPTO patents with 853,638 reactions. Predict the reaction yield, written as a fraction of the theoretical maximum amount of product (1.0 means a 100% yield; for example, 0.34 means a 34% yield). (1) The reactants are Cl.Cl[CH2:3][C:4]1[CH:9]=[CH:8][CH:7]=[CH:6][N:5]=1.[C:10]1([S:16]([O-:18])=[O:17])[CH:15]=[CH:14][CH:13]=[CH:12][CH:11]=1.[Na+].N12CCCN=C1CCCCC2. The catalyst is C(#N)C.[Br-].C([N+](CCC)(CCC)CCC)CC. The product is [C:10]1([S:16]([CH2:3][C:4]2[CH:9]=[CH:8][CH:7]=[CH:6][N:5]=2)(=[O:18])=[O:17])[CH:15]=[CH:14][CH:13]=[CH:12][CH:11]=1. The yield is 0.890. (2) The reactants are C([O:4][CH:5]1[CH2:16][CH2:15][CH2:14][CH2:13][CH2:12][CH2:11][CH:10]([O:17][C@H:18]2[C@H:23]([O:24]C(=O)C)[C@@H:22]([N:28]([CH3:30])[CH3:29])[CH2:21][C@@H:20]([CH3:31])[O:19]2)[CH2:9][CH2:8][CH2:7][CH2:6]1)(=O)C.C(O)(=O)C.C([O-])([O-])=O.[K+].[K+]. The catalyst is CO. The product is [CH3:30][N:28]([CH3:29])[CH:22]1[CH2:21][CH:20]([CH3:31])[O:19][CH:18]([O:17][CH:10]2[CH2:11][CH2:12][CH2:13][CH2:14][CH2:15][CH2:16][CH:5]([OH:4])[CH2:6][CH2:7][CH2:8][CH2:9]2)[CH:23]1[OH:24]. The yield is 0.800. (3) The reactants are [Br:1][C:2]1[C:11]([Br:12])=[C:10]([CH3:13])[CH:9]=[C:8]2[C:3]=1[C:4]1(C)O[CH:7]2[CH:6]=[CH:5]1.[CH2:16]([OH:21])C(F)(F)F.[CH3:22][OH:23]. No catalyst specified. The product is [Br:1][C:2]1[C:3]([CH3:4])=[C:8]2[C:9](=[C:10]([CH3:13])[C:11]=1[Br:12])[C@H:22]([OH:23])[C@@H:5]([O:21][CH3:16])[CH:6]=[CH:7]2. The yield is 0.790. (4) The catalyst is C(O)CO. The reactants are [F:1][C:2]1[CH:3]=[CH:4][CH:5]=[C:6]2[C:10]=1[NH:9][C:8](=[O:11])[C:7]2=O.NN.O.Cl. The product is [F:1][C:2]1[CH:3]=[CH:4][CH:5]=[C:6]2[C:10]=1[NH:9][C:8](=[O:11])[CH2:7]2. The yield is 0.830. (5) The reactants are [CH3:1][C:2]1[CH:7]=[CH:6][N:5]=[CH:4][C:3]=1[N:8]1[CH2:12][CH2:11][NH:10][C:9]1=[O:13].Br[C:15]1[CH:31]=[CH:30][C:18]2[N:19]([CH2:22][O:23][CH2:24][CH2:25][Si:26]([CH3:29])([CH3:28])[CH3:27])[CH:20]=[N:21][C:17]=2[CH:16]=1.N[C@@H]1CCCC[C@H]1N.P([O-])([O-])([O-])=O.[K+].[K+].[K+]. The catalyst is [Cu](I)I.O1CCOCC1. The product is [CH3:1][C:2]1[CH:7]=[CH:6][N:5]=[CH:4][C:3]=1[N:8]1[CH2:12][CH2:11][N:10]([C:15]2[CH:31]=[CH:30][C:18]3[N:19]([CH2:22][O:23][CH2:24][CH2:25][Si:26]([CH3:27])([CH3:29])[CH3:28])[CH:20]=[N:21][C:17]=3[CH:16]=2)[C:9]1=[O:13]. The yield is 0.754. (6) The reactants are [Br:1][C:2]1[C:3]([CH3:10])=[C:4]([NH2:9])[CH:5]=[N:6][C:7]=1[CH3:8].[N:11]([O-])=O.[Na+]. The catalyst is C(O)(=O)C. The product is [Br:1][C:2]1[C:7]([CH3:8])=[N:6][CH:5]=[C:4]2[NH:9][N:11]=[CH:10][C:3]=12. The yield is 0.530. (7) The reactants are [N+:1]([C:4]1[CH:9]=[CH:8][C:7](/[C:10](/[C:14]2[CH:19]=[CH:18][CH:17]=[CH:16][CH:15]=2)=[CH:11]/[CH2:12][OH:13])=[CH:6][CH:5]=1)([O-:3])=[O:2].CC(OI1(OC(C)=O)(OC(C)=O)OC(=O)C2C=CC=CC1=2)=O. The catalyst is C(Cl)Cl. The product is [N+:1]([C:4]1[CH:5]=[CH:6][C:7](/[C:10](/[C:14]2[CH:15]=[CH:16][CH:17]=[CH:18][CH:19]=2)=[CH:11]/[CH:12]=[O:13])=[CH:8][CH:9]=1)([O-:3])=[O:2]. The yield is 0.910.